The task is: Predict the reactants needed to synthesize the given product.. This data is from Full USPTO retrosynthesis dataset with 1.9M reactions from patents (1976-2016). (1) Given the product [C:39]([C:41]1[CH:49]=[CH:48][C:44]([C:45]([NH:1][C:2]2[CH:3]=[C:4]([CH:30]=[CH:31][CH:32]=2)[C:5]([NH:7][C:8]2[C:9]([Br:29])=[CH:10][C:11]([C:15]([C:21]3[CH:26]=[C:25]([Cl:27])[CH:24]=[C:23]([Cl:28])[CH:22]=3)([OH:20])[C:16]([F:19])([F:17])[F:18])=[CH:12][C:13]=2[Br:14])=[O:6])=[O:46])=[CH:43][CH:42]=1)#[N:40], predict the reactants needed to synthesize it. The reactants are: [NH2:1][C:2]1[CH:3]=[C:4]([CH:30]=[CH:31][CH:32]=1)[C:5]([NH:7][C:8]1[C:13]([Br:14])=[CH:12][C:11]([C:15]([C:21]2[CH:26]=[C:25]([Cl:27])[CH:24]=[C:23]([Cl:28])[CH:22]=2)([OH:20])[C:16]([F:19])([F:18])[F:17])=[CH:10][C:9]=1[Br:29])=[O:6].N1C=CC=CC=1.[C:39]([C:41]1[CH:49]=[CH:48][C:44]([C:45](Cl)=[O:46])=[CH:43][CH:42]=1)#[N:40].C(=O)([O-])O.[Na+]. (2) Given the product [CH2:28]([O:27][C:25]1[CH:24]=[C:19]([CH:18]=[C:17]([O:16][CH2:7][CH2:8][CH2:9][CH2:10][CH2:11][CH2:12][CH2:13][CH2:14][CH2:15][CH2:10][CH2:11][CH3:12])[CH:26]=1)[CH2:20][OH:22])[CH2:29][CH2:30][CH2:31][CH2:32][CH2:33][CH2:34][CH2:35][CH2:36][CH2:7][CH2:8][CH3:9], predict the reactants needed to synthesize it. The reactants are: [H-].[H-].[H-].[H-].[Li+].[Al+3].[CH2:7]([O:16][C:17]1[CH:18]=[C:19]([CH:24]=[C:25]([O:27][CH2:28][CH2:29][CH2:30][CH2:31][CH2:32][CH2:33][CH2:34][CH2:35][CH3:36])[CH:26]=1)[C:20]([O:22]C)=O)[CH2:8][CH2:9][CH2:10][CH2:11][CH2:12][CH2:13][CH2:14][CH3:15]. (3) Given the product [O:13]=[C:12]1[CH:14]=[CH:15][C:16]2[C:21](=[CH:20][CH:19]=[C:18]([CH2:22][NH:4][C:3]3[CH:5]=[CH:6][CH:7]=[CH:8][C:2]=3[C:1]([OH:10])=[O:9])[CH:17]=2)[O:11]1, predict the reactants needed to synthesize it. The reactants are: [C:1]([OH:10])(=[O:9])[C:2]1[C:3](=[CH:5][CH:6]=[CH:7][CH:8]=1)[NH2:4].[O:11]1[C:21]2[C:16](=[CH:17][C:18]([CH:22]=O)=[CH:19][CH:20]=2)[CH:15]=[CH:14][C:12]1=[O:13]. (4) Given the product [NH2:10][C:11]1([C:17]([NH:19][CH:20]([C:25]2[CH:30]=[CH:29][C:28]([Cl:31])=[CH:27][CH:26]=2)[CH2:21][CH2:22][CH2:23][OH:24])=[O:18])[CH2:16][CH2:15][N:14]([C:33]2[C:34]3[CH:41]=[CH:40][NH:39][C:35]=3[N:36]=[CH:37][N:38]=2)[CH2:13][CH2:12]1, predict the reactants needed to synthesize it. The reactants are: CCN(C(C)C)C(C)C.[NH2:10][C:11]1([C:17]([NH:19][CH:20]([C:25]2[CH:30]=[CH:29][C:28]([Cl:31])=[CH:27][CH:26]=2)[CH2:21][CH2:22][CH2:23][OH:24])=[O:18])[CH2:16][CH2:15][NH:14][CH2:13][CH2:12]1.Cl[C:33]1[C:34]2[CH:41]=[CH:40][NH:39][C:35]=2[N:36]=[CH:37][N:38]=1. (5) Given the product [CH3:10][O:11][C:12]([C:14]1[CH:15]=[CH:16][CH:17]=[C:18]2[O:23][CH2:22][CH2:21][NH:20][C:19]=12)=[O:13], predict the reactants needed to synthesize it. The reactants are: B(F)(F)F.CCOCC.[CH3:10][O:11][C:12]([C:14]1[CH:15]=[CH:16][CH:17]=[C:18]2[O:23][CH2:22][C:21](=O)[NH:20][C:19]=12)=[O:13].[BH4-].[Na+].Cl.C([O-])([O-])=O.[Na+].[Na+].